This data is from Full USPTO retrosynthesis dataset with 1.9M reactions from patents (1976-2016). The task is: Predict the reactants needed to synthesize the given product. (1) Given the product [C:40]([C:39]1[CH:42]=[CH:43][CH:44]=[CH:45][C:38]=1[C:2]1[CH:3]=[CH:4][C:5](/[CH:8]=[CH:9]/[C@@H:10]2[C@H:18]3[C@:14]([N:21]4[CH2:22][CH:23]([C:25]([NH2:27])=[O:26])[CH2:24]4)([C:15](=[O:20])[O:16][C@@H:17]3[CH3:19])[CH2:13][C:12]([F:28])([F:29])[C@H:11]2[CH3:30])=[N:6][CH:7]=1)#[N:41], predict the reactants needed to synthesize it. The reactants are: Br[C:2]1[CH:3]=[CH:4][C:5](/[CH:8]=[CH:9]/[C@@H:10]2[C@H:18]3[C@:14]([N:21]4[CH2:24][CH:23]([C:25]([NH2:27])=[O:26])[CH2:22]4)([C:15](=[O:20])[O:16][C@@H:17]3[CH3:19])[CH2:13][C:12]([F:29])([F:28])[C@H:11]2[CH3:30])=[N:6][CH:7]=1.CC1(C)COB([C:38]2[CH:45]=[CH:44][CH:43]=[CH:42][C:39]=2[C:40]#[N:41])OC1.C([O-])([O-])=O.[K+].[K+].O. (2) Given the product [F:26][C:10]1[CH:11]=[C:12]2[C:7](=[CH:8][CH:9]=1)[CH:6]=[C:5]([CH2:4][C:3]([OH:27])=[O:2])[C:14]([CH3:15])=[C:13]2[C:16]1[CH:21]=[CH:20][C:19]([S:22]([CH3:25])(=[O:24])=[O:23])=[CH:18][CH:17]=1, predict the reactants needed to synthesize it. The reactants are: C[O:2][C:3](=[O:27])[CH2:4][C:5]1[C:14]([CH3:15])=[C:13]([C:16]2[CH:21]=[CH:20][C:19]([S:22]([CH3:25])(=[O:24])=[O:23])=[CH:18][CH:17]=2)[C:12]2[C:7](=[CH:8][CH:9]=[C:10]([F:26])[CH:11]=2)[CH:6]=1.O.[OH-].[Li+].Cl. (3) Given the product [CH2:1]([O:8][N:9]1[C:14]2[N:15]=[CH:16][N:17]=[CH:18][C:13]=2[C:12]([NH:33][CH:34]2[CH2:42][C:41]3[C:36](=[CH:37][CH:38]=[CH:39][CH:40]=3)[CH2:35]2)=[C:11]([C:27]([O:29][CH2:30][CH3:31])=[O:28])[C:10]1=[O:32])[C:2]1[CH:7]=[CH:6][CH:5]=[CH:4][CH:3]=1, predict the reactants needed to synthesize it. The reactants are: [CH2:1]([O:8][N:9]1[C:14]2[N:15]=[CH:16][N:17]=[CH:18][C:13]=2[C:12](OS(C(F)(F)F)(=O)=O)=[C:11]([C:27]([O:29][CH2:30][CH3:31])=[O:28])[C:10]1=[O:32])[C:2]1[CH:7]=[CH:6][CH:5]=[CH:4][CH:3]=1.[NH2:33][CH:34]1[CH2:42][C:41]2[C:36](=[CH:37][CH:38]=[CH:39][CH:40]=2)[CH2:35]1. (4) Given the product [NH2:60][C@H:61]1[CH2:66][CH2:65][C@H:64]([NH:67][C:2]2[CH:9]=[C:8]([N:10]3[C:18]4[CH2:17][C:16]([CH3:20])([CH3:19])[CH2:15][C:14](=[O:21])[C:13]=4[C:12]([C:22]([F:25])([F:24])[F:23])=[N:11]3)[CH:7]=[CH:6][C:3]=2[C:4]#[N:5])[CH2:63][CH2:62]1, predict the reactants needed to synthesize it. The reactants are: Br[C:2]1[CH:9]=[C:8]([N:10]2[C:18]3[CH2:17][C:16]([CH3:20])([CH3:19])[CH2:15][C:14](=[O:21])[C:13]=3[C:12]([C:22]([F:25])([F:24])[F:23])=[N:11]2)[CH:7]=[CH:6][C:3]=1[C:4]#[N:5].CC([O-])(C)C.[Na+].CN(C1C(C2C(P(C3CCCCC3)C3CCCCC3)=CC=CC=2)=CC=CC=1)C.[NH2:60][C@H:61]1[CH2:66][CH2:65][C@H:64]([NH2:67])[CH2:63][CH2:62]1. (5) Given the product [Br:1][C:2]1[CH:3]=[C:4]([F:21])[CH:5]=[C:6]2[C:14]=1[N:13]([CH2:23][C:24]1[CH:29]=[CH:28][C:27]([Cl:30])=[CH:26][CH:25]=1)[C:12]1[CH:11]([CH2:15][C:16]([O:18][CH2:19][CH3:20])=[O:17])[CH2:10][CH2:9][CH2:8][C:7]2=1, predict the reactants needed to synthesize it. The reactants are: [Br:1][C:2]1[CH:3]=[C:4]([F:21])[CH:5]=[C:6]2[C:14]=1[NH:13][C:12]1[CH:11]([CH2:15][C:16]([O:18][CH2:19][CH3:20])=[O:17])[CH2:10][CH2:9][CH2:8][C:7]2=1.Br[CH2:23][C:24]1[CH:29]=[CH:28][C:27]([Cl:30])=[CH:26][CH:25]=1.C(=O)([O-])[O-].[Cs+].[Cs+]. (6) The reactants are: Br[C:2]1[C:11]2[C:6](=[CH:7][CH:8]=[CH:9][CH:10]=2)[C:5](Br)=[CH:4][CH:3]=1.[CH2:13]([C:17]1[CH:22]=[CH:21][C:20]([C:23]#[CH:24])=[CH:19][CH:18]=1)[CH2:14][CH2:15][CH3:16]. Given the product [CH2:13]([C:17]1[CH:18]=[CH:19][C:20]([C:23]#[C:24][C:2]2[C:11]3[C:6](=[CH:7][CH:8]=[CH:9][CH:10]=3)[C:5]([C:24]#[C:23][C:20]3[CH:21]=[CH:22][C:17]([CH2:13][CH2:14][CH2:15][CH3:16])=[CH:18][CH:19]=3)=[CH:4][CH:3]=2)=[CH:21][CH:22]=1)[CH2:14][CH2:15][CH3:16], predict the reactants needed to synthesize it. (7) Given the product [Cl:1][C:2]1[C:10]2[N:9]=[N:8][N:7]([CH2:11][CH:12]3[CH2:14][CH2:13]3)[C:6]=2[CH:5]=[CH:4][C:3]=1[C:15]1[CH:16]=[CH:17][C:18]([CH:21]=[O:22])=[CH:19][CH:20]=1, predict the reactants needed to synthesize it. The reactants are: [Cl:1][C:2]1[C:10]2[N:9]=[N:8][N:7]([CH2:11][CH:12]3[CH2:14][CH2:13]3)[C:6]=2[CH:5]=[CH:4][C:3]=1[C:15]1[CH:20]=[CH:19][C:18]([CH2:21][OH:22])=[CH:17][CH:16]=1.C(OI(OC(=O)C)C1C=CC=CC=1)(=O)C.